Dataset: HIV replication inhibition screening data with 41,000+ compounds from the AIDS Antiviral Screen. Task: Binary Classification. Given a drug SMILES string, predict its activity (active/inactive) in a high-throughput screening assay against a specified biological target. (1) The compound is O=C1Nc2ccccc2C1=NNC(=S)N1CCCCCC1. The result is 0 (inactive). (2) The compound is N#CC(C(=O)c1ccccc1F)c1nc2ccccc2s1. The result is 0 (inactive).